This data is from Full USPTO retrosynthesis dataset with 1.9M reactions from patents (1976-2016). The task is: Predict the reactants needed to synthesize the given product. (1) Given the product [C:11]1([S:17][C:2]2[C:3]3[CH:10]=[CH:9][NH:8][C:4]=3[N:5]=[CH:6][N:7]=2)[CH:16]=[CH:15][CH:14]=[CH:13][CH:12]=1, predict the reactants needed to synthesize it. The reactants are: Cl[C:2]1[N:7]=[CH:6][NH:5][C:4]2=[N:8][CH:9]=[CH:10][C:3]=12.[C:11]1([SH:17])[CH:16]=[CH:15][CH:14]=[CH:13][CH:12]=1. (2) The reactants are: [CH:1]1([O:6]/[N:7]=[C:8](\[C:12]2[CH:17]=[CH:16][C:15]([S:18]([CH3:21])(=[O:20])=[O:19])=[CH:14][CH:13]=2)/[C:9]([OH:11])=O)[CH2:5][CH2:4][CH2:3][CH2:2]1.C(N(CC)C(C)C)(C)C.[NH2:31][C:32]1[S:33][C:34]2[CH:40]=[CH:39][CH:38]=[CH:37][C:35]=2[N:36]=1. Given the product [S:33]1[C:34]2[CH:40]=[CH:39][CH:38]=[CH:37][C:35]=2[N:36]=[C:32]1[NH:31][C:9](=[O:11])/[C:8](=[N:7]/[O:6][CH:1]1[CH2:2][CH2:3][CH2:4][CH2:5]1)/[C:12]1[CH:17]=[CH:16][C:15]([S:18]([CH3:21])(=[O:20])=[O:19])=[CH:14][CH:13]=1, predict the reactants needed to synthesize it. (3) The reactants are: C([Li])CCC.[C:6]([O:12][CH2:13][CH3:14])(=[O:11])[CH2:7][C:8]([OH:10])=O.N1C=CC=CC=1C1C=CC=CN=1.[F:27][C:28]1[C:36]([O:37][CH3:38])=[C:35]([F:39])[C:34]([F:40])=[CH:33][C:29]=1C(Cl)=O. Given the product [OH:10]/[C:8](/[C:29]1[CH:33]=[C:34]([F:40])[C:35]([F:39])=[C:36]([O:37][CH3:38])[C:28]=1[F:27])=[CH:7]\[C:6]([O:12][CH2:13][CH3:14])=[O:11], predict the reactants needed to synthesize it.